From a dataset of Reaction yield outcomes from USPTO patents with 853,638 reactions. Predict the reaction yield, written as a fraction of the theoretical maximum amount of product (1.0 means a 100% yield; for example, 0.34 means a 34% yield). (1) The reactants are [CH3:1][S:2]([O:5][CH2:6][C:7]1([CH2:11][O:12][C:13]2[CH:18]=[CH:17][CH:16]=[CH:15][CH:14]=2)[CH2:10][CH2:9][CH2:8]1)(=[O:4])=[O:3].[OH-].[NH4+:20].N.CC(O)C. No catalyst specified. The product is [CH3:1][S:2]([OH:5])(=[O:4])=[O:3].[O:12]([CH2:11][C:7]1([CH2:6][NH2:20])[CH2:10][CH2:9][CH2:8]1)[C:13]1[CH:18]=[CH:17][CH:16]=[CH:15][CH:14]=1.[O:12]([CH2:11][C:7]1([CH2:6][NH2:20])[CH2:10][CH2:9][CH2:8]1)[C:13]1[CH:18]=[CH:17][CH:16]=[CH:15][CH:14]=1. The yield is 0.530. (2) The reactants are [F:1][C:2]1[C:7]([CH:8]([CH2:14][N+:15]([O-])=O)[CH2:9][C:10](OC)=[O:11])=[CH:6][CH:5]=[CH:4][N:3]=1.[BH4-].[Na+]. The catalyst is CCO.[Ni](Cl)Cl. The product is [F:1][C:2]1[C:7]([CH:8]2[CH2:14][NH:15][C:10](=[O:11])[CH2:9]2)=[CH:6][CH:5]=[CH:4][N:3]=1. The yield is 0.230. (3) The reactants are [Cl:1][C:2]1[CH:16]=[CH:15][C:14]([Cl:17])=[CH:13][C:3]=1[C:4]([C:6]1[CH:11]=[CH:10][C:9](F)=[CH:8][CH:7]=1)=[O:5].[S:18]1[C:22]2[CH:23]=[CH:24][CH:25]=[CH:26][C:21]=2[N:20]=[C:19]1[SH:27].C(=O)([O-])[O-].[K+].[K+].O. The catalyst is C1(C)C=CC=CC=1. The product is [Cl:1][C:2]1[CH:16]=[CH:15][C:14]([Cl:17])=[CH:13][C:3]=1[C:4]([C:6]1[CH:11]=[CH:10][C:9]([S:27][C:19]2[S:18][C:22]3[CH:23]=[CH:24][CH:25]=[CH:26][C:21]=3[N:20]=2)=[CH:8][CH:7]=1)=[O:5]. The yield is 0.782. (4) The reactants are C1COCC1.CC1(C)[O:11][CH:10]([CH2:12][O:13][C:14]2[CH:15]=[CH:16][C:17]3[C:29](=[O:30])[C:28]4[C:27]5[C:22](=[CH:23][C:24]([C:31]#[N:32])=[CH:25][CH:26]=5)[NH:21][C:20]=4[C:19]([CH3:34])([CH3:33])[C:18]=3[CH:35]=2)[CH2:9][O:8]1.C12(CS(O)(=O)=O)C(C)(C)C(CC1)CC2=O. The catalyst is O. The product is [OH:11][C@H:10]([CH2:9][OH:8])[CH2:12][O:13][C:14]1[CH:15]=[CH:16][C:17]2[C:29](=[O:30])[C:28]3[C:27]4[C:22](=[CH:23][C:24]([C:31]#[N:32])=[CH:25][CH:26]=4)[NH:21][C:20]=3[C:19]([CH3:34])([CH3:33])[C:18]=2[CH:35]=1. The yield is 0.720. (5) The reactants are [Cl:1][C:2]1[C:7]([O:8][CH3:9])=[CH:6][C:5]([O:10][CH3:11])=[C:4]([Cl:12])[C:3]=1[C:13]1[C:26](=[O:27])[N:25]([CH2:28][CH2:29][O:30][CH:31]2[CH2:34][N:33]([C:35]([O:37][C:38]([CH3:41])([CH3:40])[CH3:39])=[O:36])[CH2:32]2)[C:16]2[N:17]=[C:18](S(C)(=O)=O)[N:19]=[CH:20][C:15]=2[CH:14]=1.[CH3:42][NH2:43]. The catalyst is CC(O)(C)C. The product is [Cl:1][C:2]1[C:7]([O:8][CH3:9])=[CH:6][C:5]([O:10][CH3:11])=[C:4]([Cl:12])[C:3]=1[C:13]1[C:26](=[O:27])[N:25]([CH2:28][CH2:29][O:30][CH:31]2[CH2:34][N:33]([C:35]([O:37][C:38]([CH3:41])([CH3:40])[CH3:39])=[O:36])[CH2:32]2)[C:16]2[N:17]=[C:18]([NH:43][CH3:42])[N:19]=[CH:20][C:15]=2[CH:14]=1. The yield is 0.900. (6) The reactants are Cl[C:2]1[CH:11]=[CH:10][N:9]=[C:8]2[C:3]=1[CH:4]=[CH:5][C:6]([C:12]([F:15])([F:14])[F:13])=[N:7]2.CC1(C)COB([C:23]2[CH:24]=[CH:25][C:26]([F:37])=[C:27]([C:29]3[CH:34]=[CH:33][CH:32]=[C:31]([C:35]#[N:36])[CH:30]=3)[CH:28]=2)OC1. No catalyst specified. The product is [F:37][C:26]1[CH:25]=[CH:24][C:23]([C:2]2[C:3]3[C:8](=[N:7][C:6]([C:12]([F:15])([F:14])[F:13])=[CH:5][CH:4]=3)[N:9]=[CH:10][CH:11]=2)=[CH:28][C:27]=1[C:29]1[CH:34]=[CH:33][CH:32]=[C:31]([C:35]#[N:36])[CH:30]=1. The yield is 0.110. (7) The reactants are [F:1][C:2]1[CH:3]=[C:4]2[CH:10]=[C:9](/[C:11](/[C:19]3[CH:24]=[CH:23][C:22]([S:25]([CH3:28])(=[O:27])=[O:26])=[CH:21][CH:20]=3)=[CH:12]/[CH:13]3[CH2:18][CH2:17][O:16][CH2:15][CH2:14]3)[NH:8][C:5]2=[N:6][CH:7]=1. The catalyst is [Pd].CO. The product is [F:1][C:2]1[CH:3]=[C:4]2[CH:10]=[C:9]([CH:11]([C:19]3[CH:24]=[CH:23][C:22]([S:25]([CH3:28])(=[O:27])=[O:26])=[CH:21][CH:20]=3)[CH2:12][CH:13]3[CH2:18][CH2:17][O:16][CH2:15][CH2:14]3)[NH:8][C:5]2=[N:6][CH:7]=1. The yield is 0.600.